This data is from Reaction yield outcomes from USPTO patents with 853,638 reactions. The task is: Predict the reaction yield, written as a fraction of the theoretical maximum amount of product (1.0 means a 100% yield; for example, 0.34 means a 34% yield). (1) The reactants are [H-].[Na+].[Cl:3][C:4]1[CH:12]=[CH:11][C:10]([Cl:13])=[C:9]2[C:5]=1[C:6](=[O:15])[C:7](=[O:14])[NH:8]2.Br[CH2:17][CH2:18][CH2:19][CH2:20][CH3:21].C(OCC)C. The catalyst is CN(C)C=O. The product is [Cl:3][C:4]1[CH:12]=[CH:11][C:10]([Cl:13])=[C:9]2[C:5]=1[C:6](=[O:15])[C:7](=[O:14])[N:8]2[CH2:17][CH2:18][CH2:19][CH2:20][CH3:21]. The yield is 0.980. (2) The reactants are [NH2:1][C:2]1[C:3]2[N:4]([C:8]([C@@H:30]3[CH2:34][CH2:33][CH2:32][NH:31]3)=[N:9][C:10]=2[C:11]2[CH:29]=[CH:28][C:14]([C:15]([NH:17][C:18]3[CH:23]=[C:22]([C:24]([F:27])([F:26])[F:25])[CH:21]=[CH:20][N:19]=3)=[O:16])=[CH:13][CH:12]=2)[CH:5]=[CH:6][N:7]=1.[C:35](O)(=[O:39])[C:36]#[C:37][CH3:38]. No catalyst specified. The product is [NH2:1][C:2]1[C:3]2[N:4]([C:8]([C@@H:30]3[CH2:34][CH2:33][CH2:32][N:31]3[C:35](=[O:39])[C:36]#[C:37][CH3:38])=[N:9][C:10]=2[C:11]2[CH:29]=[CH:28][C:14]([C:15]([NH:17][C:18]3[CH:23]=[C:22]([C:24]([F:25])([F:27])[F:26])[CH:21]=[CH:20][N:19]=3)=[O:16])=[CH:13][CH:12]=2)[CH:5]=[CH:6][N:7]=1. The yield is 0.311. (3) The reactants are [Cl:1][C:2]1[CH:3]=[C:4]([NH:16][C:17]2[C:26]3[C:21](=[CH:22][CH:23]=[CH:24][C:25]=3[O:27][CH2:28][C@H:29]3[CH2:33][CH2:32][CH2:31][NH:30]3)[N:20]=[CH:19][N:18]=2)[CH:5]=[CH:6][C:7]=1[O:8][CH2:9][C:10]1[CH:15]=[CH:14][CH:13]=[CH:12][N:11]=1.[CH3:34][C:35]([CH3:40])([OH:39])[C:36](O)=[O:37]. No catalyst specified. The product is [Cl:1][C:2]1[CH:3]=[C:4]([NH:16][C:17]2[C:26]3[C:21](=[CH:22][CH:23]=[CH:24][C:25]=3[O:27][CH2:28][C@H:29]3[CH2:33][CH2:32][CH2:31][N:30]3[C:36](=[O:37])[C:35]([CH3:40])([OH:39])[CH3:34])[N:20]=[CH:19][N:18]=2)[CH:5]=[CH:6][C:7]=1[O:8][CH2:9][C:10]1[CH:15]=[CH:14][CH:13]=[CH:12][N:11]=1. The yield is 0.400. (4) The reactants are [Br:1][C:2]1[CH:3]=[C:4]([CH:8]=[C:9]([CH2:11][CH3:12])[CH:10]=1)[C:5]([OH:7])=[O:6].O=S(Cl)Cl.[CH3:17]O. No catalyst specified. The product is [Br:1][C:2]1[CH:3]=[C:4]([CH:8]=[C:9]([CH2:11][CH3:12])[CH:10]=1)[C:5]([O:7][CH3:17])=[O:6]. The yield is 0.920. (5) The reactants are [Cl:1][C:2]1[CH:9]=[CH:8][CH:7]=[C:6]([CH3:10])[C:3]=1[CH:4]=[O:5].P([O-])([O-])([O-])=[O:12].[Na+].[Na+].[Na+].OO.Cl([O-])=O.[Na+].S(=O)(O)[O-].[Na+]. The catalyst is O.C(#N)C. The product is [Cl:1][C:2]1[CH:9]=[CH:8][CH:7]=[C:6]([CH3:10])[C:3]=1[C:4]([OH:12])=[O:5]. The yield is 0.650. (6) The reactants are [CH3:1][N:2]1[C:10]2[C:5](=[CH:6][CH:7]=[CH:8][CH:9]=2)[C:4]([CH2:11][CH:12]([CH3:14])[CH3:13])=[C:3]1[C:15]([N:17]([CH:51]1[CH2:56][CH2:55][CH2:54][CH2:53][CH2:52]1)[C@H:18]([C:20]([NH:22][CH:23]([C:32](=[O:50])[CH2:33][O:34][C:35]1[N:39]([C:40]2[CH:45]=[CH:44][CH:43]=[CH:42][CH:41]=2)[N:38]=[C:37]([C:46]([F:49])([F:48])[F:47])[CH:36]=1)[CH2:24][C:25]([O:27]C(C)(C)C)=[O:26])=[O:21])[CH3:19])=[O:16].C(O)(C(F)(F)F)=O. No catalyst specified. The product is [CH3:1][N:2]1[C:10]2[C:5](=[CH:6][CH:7]=[CH:8][CH:9]=2)[C:4]([CH2:11][CH:12]([CH3:14])[CH3:13])=[C:3]1[C:15]([N:17]([CH:51]1[CH2:52][CH2:53][CH2:54][CH2:55][CH2:56]1)[C@H:18]([C:20]([NH:22][CH:23]([C:32](=[O:50])[CH2:33][O:34][C:35]1[N:39]([C:40]2[CH:41]=[CH:42][CH:43]=[CH:44][CH:45]=2)[N:38]=[C:37]([C:46]([F:49])([F:48])[F:47])[CH:36]=1)[CH2:24][C:25]([OH:27])=[O:26])=[O:21])[CH3:19])=[O:16]. The yield is 0.480. (7) The reactants are [Cl:1][C:2]1[CH:7]=[CH:6][C:5]([S:8](Cl)(=[O:10])=[O:9])=[CH:4][C:3]=1[N+:12]([O-:14])=[O:13].[NH2:15][C:16]1[CH:21]=[CH:20][CH:19]=[CH:18][CH:17]=1.N1C=CC=CC=1. The catalyst is C(Cl)Cl. The product is [Cl:1][C:2]1[CH:7]=[CH:6][C:5]([S:8]([NH:15][C:16]2[CH:21]=[CH:20][CH:19]=[CH:18][CH:17]=2)(=[O:10])=[O:9])=[CH:4][C:3]=1[N+:12]([O-:14])=[O:13]. The yield is 0.620.